This data is from Peptide-MHC class I binding affinity with 185,985 pairs from IEDB/IMGT. The task is: Regression. Given a peptide amino acid sequence and an MHC pseudo amino acid sequence, predict their binding affinity value. This is MHC class I binding data. (1) The peptide sequence is ITDWLNFTL. The MHC is HLA-C05:01 with pseudo-sequence HLA-C05:01. The binding affinity (normalized) is 0.504. (2) The peptide sequence is MLKLRQARL. The MHC is HLA-A11:01 with pseudo-sequence HLA-A11:01. The binding affinity (normalized) is 0.0847. (3) The peptide sequence is ILLLDQVLV. The MHC is HLA-A02:03 with pseudo-sequence HLA-A02:03. The binding affinity (normalized) is 0.549.